From a dataset of Forward reaction prediction with 1.9M reactions from USPTO patents (1976-2016). Predict the product of the given reaction. Given the reactants [CH:1]1[N:2]=[CH:3][N:4]2[CH:9]=[CH:8][CH:7]=[CH:6][C:5]=12.[Li]CCCC.[F:15][C:16]([F:27])([F:26])[C:17]1[CH:25]=[CH:24][CH:23]=[CH:22][C:18]=1[C:19](Cl)=[O:20], predict the reaction product. The product is: [CH:1]1[N:2]=[C:3]([C:19]([C:18]2[CH:22]=[CH:23][CH:24]=[CH:25][C:17]=2[C:16]([F:15])([F:26])[F:27])=[O:20])[N:4]2[CH:9]=[CH:8][CH:7]=[CH:6][C:5]=12.